Dataset: Forward reaction prediction with 1.9M reactions from USPTO patents (1976-2016). Task: Predict the product of the given reaction. (1) Given the reactants [CH3:1][O:2][C:3]1[CH:10]=[CH:9][C:6]([CH:7]=O)=[CH:5][C:4]=1[C:11]([F:14])([F:13])[F:12].[C:15]([NH:18][NH2:19])([NH2:17])=[NH:16].[ClH:20], predict the reaction product. The product is: [ClH:20].[CH3:1][O:2][C:3]1[CH:10]=[CH:9][C:6]([CH:7]=[N:19][NH:18][C:15]([NH2:17])=[NH:16])=[CH:5][C:4]=1[C:11]([F:14])([F:13])[F:12]. (2) Given the reactants [C:1]1([CH2:7][O:8][C:9]2[CH:17]=[CH:16][C:15]3[N:14]([CH2:18][C:19]4[CH:24]=[CH:23][CH:22]=[CH:21][CH:20]=4)[C:13]4[CH2:25][CH2:26][N:27](C(OCC)=O)[CH2:28][C:12]=4[C:11]=3[CH:10]=2)[CH:6]=[CH:5][CH:4]=[CH:3][CH:2]=1.[OH-].[K+], predict the reaction product. The product is: [C:1]1([CH2:7][O:8][C:9]2[CH:17]=[CH:16][C:15]3[N:14]([CH2:18][C:19]4[CH:20]=[CH:21][CH:22]=[CH:23][CH:24]=4)[C:13]4[CH2:25][CH2:26][NH:27][CH2:28][C:12]=4[C:11]=3[CH:10]=2)[CH:6]=[CH:5][CH:4]=[CH:3][CH:2]=1. (3) Given the reactants [Br:1][C:2]1[CH:3]=[CH:4][C:5]2[O:10][CH2:9][C:8](=[O:11])[NH:7][C:6]=2[CH:12]=1.[H-].[Li+].Cl[CH2:16][O:17][CH2:18][C:19]1[CH:24]=[CH:23][CH:22]=[CH:21][CH:20]=1, predict the reaction product. The product is: [CH2:18]([O:17][CH2:16][N:7]1[C:6]2[CH:12]=[C:2]([Br:1])[CH:3]=[CH:4][C:5]=2[O:10][CH2:9][C:8]1=[O:11])[C:19]1[CH:24]=[CH:23][CH:22]=[CH:21][CH:20]=1. (4) Given the reactants [C:1]([CH2:3][C:4]([NH:6][C:7]1[CH:12]=[CH:11][C:10]([F:13])=[CH:9][CH:8]=1)=[O:5])#[N:2].C(O/[CH:17]=[CH:18]/[C:19](=O)[C:20]([F:23])([F:22])[F:21])C.N12CCN(CC1)CC2, predict the reaction product. The product is: [F:13][C:10]1[CH:9]=[CH:8][C:7]([N:6]2[C:19]([C:20]([F:23])([F:22])[F:21])=[CH:18][CH:17]=[C:3]([C:1]#[N:2])[C:4]2=[O:5])=[CH:12][CH:11]=1. (5) Given the reactants [NH2:1][C:2]1[CH:10]=[CH:9][C:5]([C:6]([OH:8])=[O:7])=[CH:4][CH:3]=1.[O:11]=[CH:12][C@@H:13]([C@H:15]([C@@H:17]([C@@H:19]([CH2:21][OH:22])[OH:20])[OH:18])[OH:16])O, predict the reaction product. The product is: [CH:21]1([NH:1][C:2]2[CH:10]=[CH:9][C:5]([C:6]([OH:8])=[O:7])=[CH:4][CH:3]=2)[O:22][C@H:13]([CH2:12][OH:11])[C@@H:15]([OH:16])[C@H:17]([OH:18])[C@H:19]1[OH:20].